Dataset: Peptide-MHC class II binding affinity with 134,281 pairs from IEDB. Task: Regression. Given a peptide amino acid sequence and an MHC pseudo amino acid sequence, predict their binding affinity value. This is MHC class II binding data. The peptide sequence is VLAIVALVVATIIAI. The MHC is DRB1_0701 with pseudo-sequence DRB1_0701. The binding affinity (normalized) is 0.190.